From a dataset of Full USPTO retrosynthesis dataset with 1.9M reactions from patents (1976-2016). Predict the reactants needed to synthesize the given product. (1) Given the product [N+:28]([C:24]1[CH:23]=[C:22]([N:12]2[CH2:13][C:10]3([CH2:9][O:8][CH2:7]3)[CH2:11]2)[CH:27]=[CH:26][CH:25]=1)([O-:30])=[O:29], predict the reactants needed to synthesize it. The reactants are: C(O)(=O)C(O)=O.[CH2:7]1[C:10]2([CH2:13][NH:12][CH2:11]2)[CH2:9][O:8]1.[CH2:7]1[C:10]2([CH2:13][NH:12][CH2:11]2)[CH2:9][O:8]1.Br[C:22]1[CH:27]=[CH:26][CH:25]=[C:24]([N+:28]([O-:30])=[O:29])[CH:23]=1.C([O-])([O-])=O.[Cs+].[Cs+].CC(C1C=C(C(C)C)C(C2C=CC=CC=2P(C2CCCCC2)C2CCCCC2)=C(C(C)C)C=1)C. (2) Given the product [CH2:20]([N:11]([CH2:4][C:5]1[CH:10]=[CH:9][CH:8]=[CH:7][CH:6]=1)[C:6]1[CH:7]=[CH:8][CH:9]=[C:10]2[C:5]=1[C:4](=[O:12])[NH:3][C:2]2([CH3:13])[CH3:1])[C:21]1[CH:26]=[CH:25][CH:24]=[CH:23][CH:22]=1, predict the reactants needed to synthesize it. The reactants are: [CH3:1][C:2]1([CH3:13])[C:10]2[C:5](=[C:6]([NH2:11])[CH:7]=[CH:8][CH:9]=2)[C:4](=[O:12])[NH:3]1.C(=O)([O-])[O-].[K+].[K+].[CH2:20](Br)[C:21]1[CH:26]=[CH:25][CH:24]=[CH:23][CH:22]=1.